This data is from Full USPTO retrosynthesis dataset with 1.9M reactions from patents (1976-2016). The task is: Predict the reactants needed to synthesize the given product. (1) Given the product [C:42]([OH:48])(=[O:2])[CH2:43][O:44][CH2:45][C:46]([OH:41])=[O:47], predict the reactants needed to synthesize it. The reactants are: C[O:2]C1C=CC(C(OCC(CO)(C(OCC)=O)C(OCC)=O)(C2C=CC(OC)=CC=2)C2C=CC(OC)=CC=2)=CC=1.[O:41]1[C:46](=[O:47])[CH2:45][O:44][CH2:43][C:42]1=[O:48]. (2) The reactants are: [F:1][C:2]([F:11])([F:10])[C:3]1[CH:4]=[C:5]([SH:9])[CH:6]=[CH:7][CH:8]=1.[OH:12][C@H:13]1[C@@H:17]([OH:18])[CH2:16][O:15][C:14]1=[O:19].C(=O)([O-])[O-].[K+].[K+].Cl. Given the product [OH:12][C@@H:13]([C@@H:17]([OH:18])[CH2:16][S:9][C:5]1[CH:6]=[CH:7][CH:8]=[C:3]([C:2]([F:1])([F:10])[F:11])[CH:4]=1)[C:14]([OH:19])=[O:15], predict the reactants needed to synthesize it. (3) Given the product [N:9]1[CH:10]=[CH:11][CH:12]=[CH:13][C:8]=1[NH:7][CH:4]1[CH2:5][CH2:6][N:1]([CH2:15][C:16]2[CH:21]=[CH:20][C:19]([CH2:22][C:23]#[N:24])=[CH:18][CH:17]=2)[CH2:2][CH2:3]1, predict the reactants needed to synthesize it. The reactants are: [NH:1]1[CH2:6][CH2:5][CH:4]([NH:7][C:8]2[CH:13]=[CH:12][CH:11]=[CH:10][N:9]=2)[CH2:3][CH2:2]1.Br[CH2:15][C:16]1[CH:21]=[CH:20][C:19]([CH2:22][C:23]#[N:24])=[CH:18][CH:17]=1. (4) Given the product [CH3:59][O:58][C:51]1[C:50]([N+:60]([O-:62])=[O:61])=[CH:49][C:48]([N:63]2[CH2:68][CH2:67][O:66][CH2:65][CH2:64]2)=[CH:57][C:52]=1[C:53]([O:55][CH3:56])=[O:54], predict the reactants needed to synthesize it. The reactants are: C1C=CC(P(C2C(C3C(P(C4C=CC=CC=4)C4C=CC=CC=4)=CC=C4C=3C=CC=C4)=C3C(C=CC=C3)=CC=2)C2C=CC=CC=2)=CC=1.Br[C:48]1[CH:49]=[C:50]([N+:60]([O-:62])=[O:61])[C:51]([O:58][CH3:59])=[C:52]([CH:57]=1)[C:53]([O:55][CH3:56])=[O:54].[NH:63]1[CH2:68][CH2:67][O:66][CH2:65][CH2:64]1.C([O-])([O-])=O.[Cs+].[Cs+]. (5) The reactants are: C(OC([NH:8][C@@H:9]([C:18]([N:20]([CH2:27][C:28]1[CH:33]=[CH:32][CH:31]=[CH:30][CH:29]=1)[CH2:21][C:22](OCC)=[O:23])=[O:19])[CH2:10][C:11]1[CH:16]=[CH:15][CH:14]=[CH:13][C:12]=1[F:17])=O)(C)(C)C.C(O)(C(F)(F)F)=O. Given the product [CH2:27]([N:20]1[CH2:21][C:22](=[O:23])[NH:8][C@H:9]([CH2:10][C:11]2[CH:16]=[CH:15][CH:14]=[CH:13][C:12]=2[F:17])[C:18]1=[O:19])[C:28]1[CH:33]=[CH:32][CH:31]=[CH:30][CH:29]=1, predict the reactants needed to synthesize it. (6) Given the product [Br:14][C:10]1[CH:11]=[C:12]([CH3:13])[C:7]([NH:6][C:3](=[O:4])[CH2:2][Cl:1])=[N:8][CH:9]=1, predict the reactants needed to synthesize it. The reactants are: [Cl:1][CH2:2][C:3](Cl)=[O:4].[NH2:6][C:7]1[C:12]([CH3:13])=[CH:11][C:10]([Br:14])=[CH:9][N:8]=1.C(N(CC)CC)C.